From a dataset of Peptide-MHC class II binding affinity with 134,281 pairs from IEDB. Regression. Given a peptide amino acid sequence and an MHC pseudo amino acid sequence, predict their binding affinity value. This is MHC class II binding data. (1) The peptide sequence is KVRSHAAIGAYLEEQ. The MHC is HLA-DQA10201-DQB10402 with pseudo-sequence HLA-DQA10201-DQB10402. The binding affinity (normalized) is 0.504. (2) The peptide sequence is SSIIFGAFPSLHSGCC. The MHC is DRB5_0101 with pseudo-sequence DRB5_0101. The binding affinity (normalized) is 0.389. (3) The peptide sequence is QKWDATATELNNALQ. The MHC is DRB1_0301 with pseudo-sequence DRB1_0301. The binding affinity (normalized) is 0.0329. (4) The peptide sequence is SQDLELSWNLNGLQADLSS. The MHC is DRB1_0301 with pseudo-sequence DRB1_0301. The binding affinity (normalized) is 0. (5) The peptide sequence is PAEARKVCYNAVLTH. The MHC is DRB1_1101 with pseudo-sequence DRB1_1101. The binding affinity (normalized) is 0.0853. (6) The peptide sequence is EKKYFAATWFEPLAA. The MHC is HLA-DQA10301-DQB10302 with pseudo-sequence HLA-DQA10301-DQB10302. The binding affinity (normalized) is 0.387. (7) The peptide sequence is VNWEVIIMDEAHFLDHHHHHH. The MHC is DRB1_0701 with pseudo-sequence DRB1_0701. The binding affinity (normalized) is 0.493.